Dataset: NCI-60 drug combinations with 297,098 pairs across 59 cell lines. Task: Regression. Given two drug SMILES strings and cell line genomic features, predict the synergy score measuring deviation from expected non-interaction effect. (1) Cell line: M14. Drug 1: CC(C)(C#N)C1=CC(=CC(=C1)CN2C=NC=N2)C(C)(C)C#N. Drug 2: CC(C)CN1C=NC2=C1C3=CC=CC=C3N=C2N. Synergy scores: CSS=-3.53, Synergy_ZIP=2.77, Synergy_Bliss=3.33, Synergy_Loewe=-3.01, Synergy_HSA=-2.23. (2) Drug 1: CC(CN1CC(=O)NC(=O)C1)N2CC(=O)NC(=O)C2. Drug 2: CN(CC1=CN=C2C(=N1)C(=NC(=N2)N)N)C3=CC=C(C=C3)C(=O)NC(CCC(=O)O)C(=O)O. Cell line: SNB-19. Synergy scores: CSS=38.8, Synergy_ZIP=-4.25, Synergy_Bliss=-5.76, Synergy_Loewe=-24.5, Synergy_HSA=-4.52. (3) Drug 2: C1=NC2=C(N1)C(=S)N=CN2. Synergy scores: CSS=29.5, Synergy_ZIP=0.364, Synergy_Bliss=2.62, Synergy_Loewe=-11.3, Synergy_HSA=-1.79. Cell line: HS 578T. Drug 1: CCN(CC)CCNC(=O)C1=C(NC(=C1C)C=C2C3=C(C=CC(=C3)F)NC2=O)C. (4) Drug 1: C1=CC(=C2C(=C1NCCNCCO)C(=O)C3=C(C=CC(=C3C2=O)O)O)NCCNCCO. Drug 2: CC(C)(C#N)C1=CC(=CC(=C1)CN2C=NC=N2)C(C)(C)C#N. Cell line: SN12C. Synergy scores: CSS=44.0, Synergy_ZIP=0.658, Synergy_Bliss=0.919, Synergy_Loewe=-14.4, Synergy_HSA=1.98. (5) Drug 1: CCN(CC)CCNC(=O)C1=C(NC(=C1C)C=C2C3=C(C=CC(=C3)F)NC2=O)C. Drug 2: CCCCC(=O)OCC(=O)C1(CC(C2=C(C1)C(=C3C(=C2O)C(=O)C4=C(C3=O)C=CC=C4OC)O)OC5CC(C(C(O5)C)O)NC(=O)C(F)(F)F)O. Cell line: OVCAR-8. Synergy scores: CSS=33.4, Synergy_ZIP=10.7, Synergy_Bliss=13.0, Synergy_Loewe=8.32, Synergy_HSA=12.9.